This data is from Peptide-MHC class II binding affinity with 134,281 pairs from IEDB. The task is: Regression. Given a peptide amino acid sequence and an MHC pseudo amino acid sequence, predict their binding affinity value. This is MHC class II binding data. (1) The peptide sequence is LSPVALRQMSCAAGT. The MHC is DRB1_0101 with pseudo-sequence DRB1_0101. The binding affinity (normalized) is 0.376. (2) The peptide sequence is LKLATGMRNVPEKQT. The MHC is DRB1_0301 with pseudo-sequence DRB1_0301. The binding affinity (normalized) is 0.200. (3) The peptide sequence is AFKVAATAANAAPAR. The MHC is HLA-DPA10103-DPB10301 with pseudo-sequence HLA-DPA10103-DPB10301. The binding affinity (normalized) is 0.812. (4) The peptide sequence is ADVILPIGTRSVETD. The MHC is DRB3_0301 with pseudo-sequence DRB3_0301. The binding affinity (normalized) is 0.872.